From a dataset of Catalyst prediction with 721,799 reactions and 888 catalyst types from USPTO. Predict which catalyst facilitates the given reaction. (1) Reactant: [H-].[Na+].[NH2:3][C@H:4]1[CH2:8][CH2:7][C@H:6]([OH:9])[CH2:5]1.F[C:11]1[CH:12]=[C:13]2[C:18](=[CH:19][CH:20]=1)[C:17](=[O:21])[N:16]([CH2:22][C:23]1[CH:28]=[CH:27][C:26]([O:29][CH3:30])=[CH:25][CH:24]=1)[CH:15]=[CH:14]2.O. Product: [CH3:30][O:29][C:26]1[CH:25]=[CH:24][C:23]([CH2:22][N:16]2[CH:15]=[CH:14][C:13]3[C:18](=[CH:19][CH:20]=[C:11]([O:9][C@H:6]4[CH2:7][CH2:8][C@H:4]([NH2:3])[CH2:5]4)[CH:12]=3)[C:17]2=[O:21])=[CH:28][CH:27]=1. The catalyst class is: 44. (2) Reactant: C1(C)C=CC(S([O:10][CH2:11][F:12])(=O)=O)=CC=1.C(=O)([O-])[O-].[Cs+].[Cs+].O[C:21]1[N:22]=[CH:23][C:24]([C:27]([O:29][CH3:30])=[O:28])=[N:25][CH:26]=1.O. Product: [F:12][CH2:11][O:10][C:21]1[N:22]=[CH:23][C:24]([C:27]([O:29][CH3:30])=[O:28])=[N:25][CH:26]=1. The catalyst class is: 3. (3) Product: [F:22][C:23]([F:36])([F:37])[C:24]1[CH:25]=[C:26]([CH:29]=[C:30]([C:32]([F:35])([F:33])[F:34])[CH:31]=1)[CH2:27][NH:28][CH2:14][C:13]1[C:8]([N:7]([CH2:6][CH:1]2[CH2:5][CH2:4][CH2:3][CH2:2]2)[CH2:20][CH3:21])=[N:9][CH:10]=[C:11]([C:16]([F:19])([F:18])[F:17])[CH:12]=1. The catalyst class is: 11. Reactant: [CH:1]1([CH2:6][N:7]([CH2:20][CH3:21])[C:8]2[C:13]([CH:14]=O)=[CH:12][C:11]([C:16]([F:19])([F:18])[F:17])=[CH:10][N:9]=2)[CH2:5][CH2:4][CH2:3][CH2:2]1.[F:22][C:23]([F:37])([F:36])[C:24]1[CH:25]=[C:26]([CH:29]=[C:30]([C:32]([F:35])([F:34])[F:33])[CH:31]=1)[CH2:27][NH2:28].[BH4-].[BH4-].[BH4-].[BH4-].[Na+].[Na+].[Na+].[Na+].[Cl-].[NH4+]. (4) Reactant: [CH3:1][CH:2]1[CH2:7][CH2:6][N:5]([C:8]([O:10]C(C)(C)C)=O)[CH2:4][CH:3]1[C:15]1[N:16]=[N:17][N:18]2[C:23]=1[C:22]1[CH:24]=[CH:25][NH:26][C:21]=1[N:20]=[CH:19]2.[C:27]([CH2:29]C(O)=O)#[N:28].F[P-](F)(F)(F)(F)F.N1(OC(N(C)C)=[N+](C)C)C2N=CC=CC=2N=N1.O. Product: [CH3:1][CH:2]1[CH2:7][CH2:6][N:5]([C:8](=[O:10])[CH2:29][C:27]#[N:28])[CH2:4][CH:3]1[C:15]1[N:16]=[N:17][N:18]2[C:23]=1[C:22]1[CH:24]=[CH:25][NH:26][C:21]=1[N:20]=[CH:19]2. The catalyst class is: 393. (5) Reactant: [NH:1]1[C:9]2[C:4](=[N:5][CH:6]=[CH:7][CH:8]=2)[CH:3]=[CH:2]1.O=[C:11]1[CH2:16][CH2:15][N:14]([C:17]([O:19][C:20]([CH3:23])([CH3:22])[CH3:21])=[O:18])[CH2:13][CH2:12]1.[OH-].[K+].C(Cl)Cl.CO. Product: [NH:1]1[C:9]2[C:4](=[N:5][CH:6]=[CH:7][CH:8]=2)[C:3]([C:11]2[CH2:16][CH2:15][N:14]([C:17]([O:19][C:20]([CH3:23])([CH3:22])[CH3:21])=[O:18])[CH2:13][CH:12]=2)=[CH:2]1. The catalyst class is: 5. (6) Reactant: [NH2:1][C:2]1[CH:7]=[C:6]([C:8]([F:11])([F:10])[F:9])[C:5]([NH:12][C:13](=[O:22])[CH2:14][CH2:15][CH:16]2[CH2:21][CH2:20][CH2:19][CH2:18][CH2:17]2)=[C:4]([Br:23])[CH:3]=1.[Cl:24][C:25]1[S:29][C:28]([CH:30]=O)=[CH:27][CH:26]=1.C([BH3-])#N.[Na+].C(=O)(O)[O-].[Na+]. Product: [Br:23][C:4]1[CH:3]=[C:2]([NH:1][CH2:30][C:28]2[S:29][C:25]([Cl:24])=[CH:26][CH:27]=2)[CH:7]=[C:6]([C:8]([F:10])([F:11])[F:9])[C:5]=1[NH:12][C:13](=[O:22])[CH2:14][CH2:15][CH:16]1[CH2:21][CH2:20][CH2:19][CH2:18][CH2:17]1. The catalyst class is: 5.